From a dataset of Full USPTO retrosynthesis dataset with 1.9M reactions from patents (1976-2016). Predict the reactants needed to synthesize the given product. Given the product [CH3:3][O:4][C:5]1[CH:6]=[CH:7][C:8]2[N:12]=[C:11]([S:13]([CH2:15][C:16]3[C:21]([CH3:22])=[C:20]([O:23][CH3:24])[C:19]([CH3:25])=[CH:18][N:17]=3)=[O:14])[NH:10][C:9]=2[CH:26]=1, predict the reactants needed to synthesize it. The reactants are: [OH-].[NH4+].[CH3:3][O:4][C:5]1[CH:6]=[CH:7][C:8]2[N:12]=[C:11]([S@:13]([CH2:15][C:16]3[C:21]([CH3:22])=[C:20]([O:23][CH3:24])[C:19]([CH3:25])=[CH:18][N:17]=3)=[O:14])[NH:10][C:9]=2[CH:26]=1.